Dataset: Reaction yield outcomes from USPTO patents with 853,638 reactions. Task: Predict the reaction yield, written as a fraction of the theoretical maximum amount of product (1.0 means a 100% yield; for example, 0.34 means a 34% yield). (1) The reactants are [N:1]1[CH:6]=[CH:5][CH:4]=[CH:3][N:2]=1.[Br:7][C:8]1[CH:13]=[CH:12][C:11]([C@H:14]([C:22]2[CH:27]=[CH:26][CH:25]=[CH:24][C:23]=2[CH3:28])[CH2:15][C:16](N(OC)C)=[O:17])=[CH:10][CH:9]=1.CC(N=P(N=P(N(C)C)(N(C)C)N(C)C)(N=P(N(C)C)(N(C)C)N(C)C)N=P(N(C)C)(N(C)C)N(C)C)(C)C. The catalyst is C1COCC1.[I-].[Zn+2].[I-]. The product is [Br:7][C:8]1[CH:9]=[CH:10][C:11]([C@H:14]([C:22]2[CH:27]=[CH:26][CH:25]=[CH:24][C:23]=2[CH3:28])[CH2:15][C:16]([C:5]2[CH:4]=[CH:3][N:2]=[N:1][CH:6]=2)=[O:17])=[CH:12][CH:13]=1. The yield is 0.0300. (2) The reactants are [CH2:1]1[CH:6]2[CH2:7][C:8]3([NH2:11])[CH2:10][CH:4]([CH2:5]2)[CH2:3][CH:2]1[CH2:9]3.[Br:12][C:13]1[CH:18]=[CH:17][C:16]([C:19]2[CH:23]=[C:22]([CH:24]=O)[O:21][N:20]=2)=[CH:15][CH:14]=1. No catalyst specified. The product is [Br:12][C:13]1[CH:14]=[CH:15][C:16]([C:19]2[CH:23]=[C:22]([CH2:24][NH:11][C:8]34[CH2:10][CH:4]5[CH2:5][CH:6]([CH2:1][CH:2]([CH2:3]5)[CH2:9]3)[CH2:7]4)[O:21][N:20]=2)=[CH:17][CH:18]=1. The yield is 0.720. (3) The reactants are [Br:1][C:2]1[CH:3]=[C:4]([CH:9]=[CH:10][C:11]=1[I:12])[C:5](OC)=[O:6].CC(C[AlH]CC(C)C)C. The catalyst is C(Cl)Cl.O. The product is [Br:1][C:2]1[CH:3]=[C:4]([CH2:5][OH:6])[CH:9]=[CH:10][C:11]=1[I:12]. The yield is 0.820. (4) The yield is 0.270. The product is [C:1]([C:4]1[CH:11]=[C:10]([Cl:12])[C:7]([C:8]#[N:9])=[C:6]([N:17]2[CH2:21][CH2:20][CH2:19][CH2:18]2)[C:5]=1[O:14][CH2:15][CH3:16])(=[O:3])[CH3:2]. The catalyst is CN(C)C=O.C(OCC)(=O)C. The reactants are [C:1]([C:4]1[CH:11]=[C:10]([Cl:12])[C:7]([C:8]#[N:9])=[C:6](I)[C:5]=1[O:14][CH2:15][CH3:16])(=[O:3])[CH3:2].[NH:17]1[CH2:21][CH2:20][CH2:19][CH2:18]1.C(=O)([O-])[O-].[Cs+].[Cs+]. (5) The yield is 0.610. The reactants are [Cl:1][C:2]1[N:7]=[N:6][C:5]([NH2:8])=[C:4]([O:9][CH3:10])[CH:3]=1.Br[CH:12]([CH3:16])[C:13](=O)[CH3:14].C(=O)(O)[O-].[Na+]. The product is [Cl:1][C:2]1[CH:3]=[C:4]([O:9][CH3:10])[C:5]2[N:6]([C:12]([CH3:16])=[C:13]([CH3:14])[N:8]=2)[N:7]=1. The catalyst is CCO. (6) The reactants are [F:1][C:2]([F:23])([F:22])[C:3]1[CH:8]=[CH:7][C:6](/[CH:9]=[CH:10]/[C:11]2[O:12][CH:13]=[C:14]([CH2:16]CS([O-])(=O)=O)[N:15]=2)=[CH:5][CH:4]=1.[N:24]1([CH2:29][CH2:30][CH2:31][CH2:32][C:33]2[CH:38]=[CH:37][C:36]([OH:39])=[CH:35][CH:34]=2)[CH:28]=[CH:27][N:26]=[N:25]1.C1COCC1.[OH-].[Na+]. The catalyst is [Br-].C([N+](CCCC)(CCCC)CCCC)CCC.[Cl-].[Na+].O. The product is [F:23][C:2]([F:1])([F:22])[C:3]1[CH:4]=[CH:5][C:6](/[CH:9]=[CH:10]/[C:11]2[O:12][CH:13]=[C:14]([CH2:16][O:39][C:36]3[CH:37]=[CH:38][C:33]([CH2:32][CH2:31][CH2:30][CH2:29][N:24]4[CH:28]=[CH:27][N:26]=[N:25]4)=[CH:34][CH:35]=3)[N:15]=2)=[CH:7][CH:8]=1. The yield is 0.810.